From a dataset of Full USPTO retrosynthesis dataset with 1.9M reactions from patents (1976-2016). Predict the reactants needed to synthesize the given product. (1) Given the product [CH3:33][C@H:34]1[CH2:39][N:38]([C:40]2[CH:45]=[CH:44][N:43]=[CH:42][C:41]=2[N+:46]([O-:48])=[O:47])[CH2:37][C@@H:36]([NH:49][C:50](=[O:56])[O:51][C:52]([CH3:55])([CH3:54])[CH3:53])[CH2:35]1, predict the reactants needed to synthesize it. The reactants are: CC1CNCC(NC(=O)OC(C)(C)C)C1.ClC1C=CN=CC=1[N+]([O-])=O.CCN(CC)CC.[CH3:33][C@@H:34]1[CH2:39][N:38]([C:40]2[CH:45]=[CH:44][N:43]=[CH:42][C:41]=2[N+:46]([O-:48])=[O:47])[CH2:37][C@@H:36]([NH:49][C:50](=[O:56])[O:51][C:52]([CH3:55])([CH3:54])[CH3:53])[CH2:35]1. (2) Given the product [CH:20]1[C:21]2[C:26](=[CH:25][CH:24]=[CH:23][CH:22]=2)[CH:27]=[CH:28][C:19]=1[NH:18][N:12]=[C:13]1[C:14]([NH2:15])=[N:36][N:35]=[C:16]1[NH2:17], predict the reactants needed to synthesize it. The reactants are: C1C2C(=CC=CC=2)C=CC=1N[N:12]=[C:13]([C:16]#[N:17])[C:14]#[N:15].[NH2:18][C:19]1[CH:28]=[CH:27][C:26]2[C:21](=[CH:22][CH:23]=[CH:24][CH:25]=2)[CH:20]=1.C(#N)CC#N.O.[NH2:35][NH2:36]. (3) Given the product [F:26][C:20]1[CH:21]=[CH:22][CH:23]=[C:24]([F:25])[C:19]=1[N:14]1[C:4]2[N:5]=[C:6]([NH:8][CH2:9][CH2:10][N:11]([CH3:13])[CH3:12])[N:7]=[C:2]([C:42]3[CH:43]=[C:44]([CH:48]=[CH:49][CH:50]=3)[C:45]([OH:47])=[O:46])[C:3]=2[CH2:17][NH:16][C:15]1=[O:18], predict the reactants needed to synthesize it. The reactants are: Cl[C:2]1[N:7]=[C:6]([NH:8][CH2:9][CH2:10][N:11]([CH3:13])[CH3:12])[N:5]=[C:4]2[N:14]([C:19]3[C:24]([F:25])=[CH:23][CH:22]=[CH:21][C:20]=3[F:26])[C:15](=[O:18])[NH:16][CH2:17][C:3]=12.O.C(=O)([O-])[O-].[K+].[K+].CC1(C)C(C)(C)OB([C:42]2[CH:43]=[C:44]([CH:48]=[CH:49][CH:50]=2)[C:45]([OH:47])=[O:46])O1. (4) Given the product [F:37][C:36]([F:39])([F:38])[C:33]1[CH:34]=[CH:35][C:30]([O:29][C:27](=[O:28])[N:2]([CH3:1])[C@H:3]2[CH2:4][CH2:5][C@H:6]([CH2:9][CH2:10][CH2:11][CH2:12][CH2:13][NH:41][CH3:40])[CH2:7][CH2:8]2)=[CH:31][CH:32]=1, predict the reactants needed to synthesize it. The reactants are: [CH3:1][NH:2][C@H:3]1[CH2:8][CH2:7][C@H:6]([CH2:9][CH2:10][CH2:11][CH2:12][CH2:13]OS(C)(=O)=O)[CH2:5][CH2:4]1.FC(F)(F)C(O)=O.Cl[C:27]([O:29][C:30]1[CH:35]=[CH:34][C:33]([C:36]([F:39])([F:38])[F:37])=[CH:32][CH:31]=1)=[O:28].[CH3:40][NH2:41]. (5) Given the product [CH2:1]1[O:5][C@@H:4]2[C@@H:6]([OH:9])[CH2:7][O:8][C@@H:3]2[C@@H:2]1[OH:10].[C:11]([OH:19])(=[O:18])[CH:12]([CH2:14][C:15]([OH:17])=[O:16])[OH:13], predict the reactants needed to synthesize it. The reactants are: [CH2:1]1[O:5][C@@H:4]2[C@@H:6]([OH:9])[CH2:7][O:8][C@@H:3]2[C@@H:2]1[OH:10].[C:11]([OH:19])(=[O:18])[CH:12]([CH2:14][C:15]([OH:17])=[O:16])[OH:13].